This data is from Reaction yield outcomes from USPTO patents with 853,638 reactions. The task is: Predict the reaction yield, written as a fraction of the theoretical maximum amount of product (1.0 means a 100% yield; for example, 0.34 means a 34% yield). (1) The reactants are [Na+].[Cl:2][C:3]1[CH:8]=[CH:7][C:6]([C:9]#[C:10][CH2:11][O:12][C:13]2[CH:18]=[CH:17][C:16]([S:19]([O-:22])(=O)=[O:20])=[CH:15][CH:14]=2)=[CH:5][CH:4]=1.P(Cl)(Cl)(Cl)(Cl)[Cl:24]. The catalyst is ClCCl. The product is [Cl:2][C:3]1[CH:8]=[CH:7][C:6]([C:9]#[C:10][CH2:11][O:12][C:13]2[CH:18]=[CH:17][C:16]([S:19]([Cl:24])(=[O:22])=[O:20])=[CH:15][CH:14]=2)=[CH:5][CH:4]=1. The yield is 0.170. (2) The reactants are [CH2:1]([C:4]1[CH:9]=[CH:8][C:7]([OH:10])=[CH:6][CH:5]=1)[CH2:2][CH3:3].N1C=CC=CC=1.[C:17](Cl)(=[O:19])[CH3:18]. The catalyst is ClCCl. The product is [CH3:3][CH2:2][CH2:1][C:4]1[CH:5]=[CH:6][C:7]([O:10][C:17]([CH3:18])=[O:19])=[CH:8][CH:9]=1. The yield is 1.00.